This data is from Reaction yield outcomes from USPTO patents with 853,638 reactions. The task is: Predict the reaction yield, written as a fraction of the theoretical maximum amount of product (1.0 means a 100% yield; for example, 0.34 means a 34% yield). The product is [CH3:1][C:2]1[CH:3]=[N:4][CH:5]=[CH:6][C:7]=1[C:16]#[N:17]. The reactants are [CH3:1][C:2]1[CH:3]=[N+:4]([O-])[CH:5]=[CH:6][CH:7]=1.COS(OC)(=O)=O.[C-:16]#[N:17].[K+]. The yield is 0.340. The catalyst is CCO.O.